This data is from Catalyst prediction with 721,799 reactions and 888 catalyst types from USPTO. The task is: Predict which catalyst facilitates the given reaction. Reactant: [C:1]([N:8]1[CH2:16][CH2:15][CH:11]([C:12]([OH:14])=O)[CH2:10][CH2:9]1)([O:3][C:4]([CH3:7])([CH3:6])[CH3:5])=[O:2].Cl.[CH3:18][NH:19][O:20][CH3:21].CN1CCOCC1.CCN=C=NCCCN(C)C.C1C=CC2N(O)N=NC=2C=1. Product: [C:4]([O:3][C:1]([N:8]1[CH2:9][CH2:10][CH:11]([C:12](=[O:14])[N:19]([O:20][CH3:21])[CH3:18])[CH2:15][CH2:16]1)=[O:2])([CH3:5])([CH3:6])[CH3:7]. The catalyst class is: 2.